From a dataset of Catalyst prediction with 721,799 reactions and 888 catalyst types from USPTO. Predict which catalyst facilitates the given reaction. Reactant: [Br:1][C:2]1[CH:3]=[CH:4][C:5]2[S:9](=[O:11])(=[O:10])[NH:8][CH:7]([CH3:12])[C:6]=2[CH:13]=1.[CH3:14][C:15]([O:18][C:19]([NH:21][CH2:22][CH2:23]Br)=[O:20])([CH3:17])[CH3:16].C([O-])([O-])=O.[K+].[K+]. Product: [Br:1][C:2]1[CH:3]=[CH:4][C:5]2[S:9](=[O:10])(=[O:11])[N:8]([CH2:23][CH2:22][NH:21][C:19](=[O:20])[O:18][C:15]([CH3:17])([CH3:16])[CH3:14])[CH:7]([CH3:12])[C:6]=2[CH:13]=1. The catalyst class is: 3.